Task: Predict the reactants needed to synthesize the given product.. Dataset: Full USPTO retrosynthesis dataset with 1.9M reactions from patents (1976-2016) (1) The reactants are: [F:1][C:2]1[CH:7]=[CH:6][C:5](/[CH:8]=[CH:9]/[N+:10]([O-:12])=[O:11])=[CH:4][CH:3]=1.[Cl:13][C:14]1[CH:15]=[C:16]([CH2:20][CH2:21][CH:22]=[O:23])[CH:17]=[CH:18][CH:19]=1.C(N(CC)CC)C.N1CCC[C@H]1C(O)=O. Given the product [Cl:13][C:14]1[CH:15]=[C:16]([CH:17]=[CH:18][CH:19]=1)[CH2:20][CH:21]([CH:8]([C:5]1[CH:4]=[CH:3][C:2]([F:1])=[CH:7][CH:6]=1)[CH2:9][N+:10]([O-:12])=[O:11])[CH:22]=[O:23], predict the reactants needed to synthesize it. (2) Given the product [Cl:29][C:30]1[CH:31]=[C:32]([CH:46]=[CH:47][C:48]=1[Cl:49])[CH2:33][N:34]([CH3:45])[C:35]([C:37]1[CH2:38][N:23]([CH2:24][CH2:25][C:26]([OH:28])=[O:27])[C:40](=[O:43])[C:41]=1[OH:42])=[O:36], predict the reactants needed to synthesize it. The reactants are: COC(=O)C(O)=CC(=O)N(CC1C=CC(Cl)=C(Cl)C=1)C.C=O.[NH2:23][CH2:24][CH2:25][C:26]([OH:28])=[O:27].[Cl:29][C:30]1[CH:31]=[C:32]([CH:46]=[CH:47][C:48]=1[Cl:49])[CH2:33][N:34]([CH3:45])[C:35]([C:37]1[CH2:38]N(C)[C:40](=[O:43])[C:41]=1[OH:42])=[O:36]. (3) Given the product [CH3:46][C:43]1([C:41]([C:2]2[C:10]3[C:5](=[N:6][CH:7]=[C:8]([C:11]4[CH:16]=[C:15]([O:17][CH3:18])[C:14]([O:19][CH3:20])=[C:13]([O:21][CH3:22])[CH:12]=4)[N:9]=3)[N:4]([Si:23]([CH:30]([CH3:32])[CH3:31])([CH:27]([CH3:29])[CH3:28])[CH:24]([CH3:26])[CH3:25])[CH:3]=2)=[O:42])[CH2:45][CH2:44]1, predict the reactants needed to synthesize it. The reactants are: I[C:2]1[C:10]2[C:5](=[N:6][CH:7]=[C:8]([C:11]3[CH:16]=[C:15]([O:17][CH3:18])[C:14]([O:19][CH3:20])=[C:13]([O:21][CH3:22])[CH:12]=3)[N:9]=2)[N:4]([Si:23]([CH:30]([CH3:32])[CH3:31])([CH:27]([CH3:29])[CH3:28])[CH:24]([CH3:26])[CH3:25])[CH:3]=1.[Li]CCCC.CON(C)[C:41]([C:43]1([CH3:46])[CH2:45][CH2:44]1)=[O:42]. (4) The reactants are: [Cl:1][C:2]1[CH:3]=[C:4]([CH:18]=[C:19]([NH:21][S:22]([CH3:25])(=[O:24])=[O:23])[CH:20]=1)[C:5]([NH:7][CH2:8][C:9]1[CH:14]=[CH:13][C:12]([C:15]#[N:16])=[CH:11][C:10]=1[OH:17])=[O:6].C(=O)([O-])[O-].[Cs+].[Cs+].I[CH2:33][C:34]([NH2:36])=[O:35]. Given the product [C:34]([CH2:33][O:17][C:10]1[CH:11]=[C:12]([C:15]#[N:16])[CH:13]=[CH:14][C:9]=1[CH2:8][NH:7][C:5](=[O:6])[C:4]1[CH:18]=[C:19]([NH:21][S:22]([CH3:25])(=[O:24])=[O:23])[CH:20]=[C:2]([Cl:1])[CH:3]=1)(=[O:35])[NH2:36], predict the reactants needed to synthesize it. (5) Given the product [CH2:46]([N:43]1[CH2:42][CH2:41][N:40]([C:32]2[C:33]3[C:38](=[CH:37][CH:36]=[CH:35][CH:34]=3)[CH:39]=[C:30]([C:12]3[CH:11]=[CH:10][C:9]([C:7]([CH3:8])([CH3:28])[CH2:6][CH2:5][O:4][C:1](=[O:3])[CH3:2])=[CH:14][CH:13]=3)[N:31]=2)[CH2:45][CH2:44]1)[CH3:47], predict the reactants needed to synthesize it. The reactants are: [C:1]([O:4][CH2:5][CH2:6][C:7]([CH3:28])([C:9]1[CH:14]=[CH:13][C:12]([Sn](CCCC)(CCCC)CCCC)=[CH:11][CH:10]=1)[CH3:8])(=[O:3])[CH3:2].Br[C:30]1[N:31]=[C:32]([N:40]2[CH2:45][CH2:44][N:43]([CH2:46][CH3:47])[CH2:42][CH2:41]2)[C:33]2[C:38]([CH:39]=1)=[CH:37][CH:36]=[CH:35][CH:34]=2. (6) Given the product [CH:53]1([C@H:48]([NH:47][C:40]([C:37]2[CH:38]=[CH:39][C:34]([C:28]3[CH:29]=[CH:30][C:31]([O:32][CH3:33])=[C:26]([F:25])[CH:27]=3)=[CH:35][C:36]=2[N+:43]([O-:45])=[O:44])=[O:42])[C:49]([O:51][CH3:52])=[O:50])[CH2:58][CH2:57][CH2:56][CH2:55][CH2:54]1, predict the reactants needed to synthesize it. The reactants are: CN(C(ON1N=NC2C=CC=NC1=2)=[N+](C)C)C.F[P-](F)(F)(F)(F)F.[F:25][C:26]1[CH:27]=[C:28]([C:34]2[CH:39]=[CH:38][C:37]([C:40]([OH:42])=O)=[C:36]([N+:43]([O-:45])=[O:44])[CH:35]=2)[CH:29]=[CH:30][C:31]=1[O:32][CH3:33].Cl.[NH2:47][C@@H:48]([CH:53]1[CH2:58][CH2:57][CH2:56][CH2:55][CH2:54]1)[C:49]([O:51][CH3:52])=[O:50].C(N(C(C)C)CC)(C)C. (7) Given the product [OH:32][CH2:31][CH2:30][N:3]([CH3:2])[CH2:4][CH2:5][NH:6][S:7]([C:10]1[CH:15]=[C:14]([S:16]([C:19]2[CH:24]=[CH:23][CH:22]=[CH:21][CH:20]=2)(=[O:17])=[O:18])[CH:13]=[CH:12][C:11]=1[C:25]([F:27])([F:28])[F:26])(=[O:8])=[O:9], predict the reactants needed to synthesize it. The reactants are: Cl.[CH3:2][NH:3][CH2:4][CH2:5][NH:6][S:7]([C:10]1[CH:15]=[C:14]([S:16]([C:19]2[CH:24]=[CH:23][CH:22]=[CH:21][CH:20]=2)(=[O:18])=[O:17])[CH:13]=[CH:12][C:11]=1[C:25]([F:28])([F:27])[F:26])(=[O:9])=[O:8].Br[CH2:30][CH2:31][OH:32].C(N(C(C)C)CC)(C)C. (8) The reactants are: [CH2:1]([N:8]1[C:13](=[O:14])[C:12]2[C:15]([CH3:18])=[N:16][S:17][C:11]=2[N:10]=[C:9]1[CH:19]([NH:22][CH2:23][CH2:24][CH2:25][OH:26])[CH2:20][CH3:21])[C:2]1[CH:7]=[CH:6][CH:5]=[CH:4][CH:3]=1.C(=O)([O-])[O-].[K+].[K+].[CH3:33][C:34]1[CH:41]=[CH:40][C:37]([CH2:38]Br)=[CH:36][CH:35]=1. Given the product [CH2:1]([N:8]1[C:13](=[O:14])[C:12]2[C:15]([CH3:18])=[N:16][S:17][C:11]=2[N:10]=[C:9]1[CH:19]([N:22]([CH2:23][CH2:24][CH2:25][OH:26])[CH2:33][C:34]1[CH:41]=[CH:40][C:37]([CH3:38])=[CH:36][CH:35]=1)[CH2:20][CH3:21])[C:2]1[CH:3]=[CH:4][CH:5]=[CH:6][CH:7]=1, predict the reactants needed to synthesize it. (9) Given the product [F:41][C:2]([F:1])([F:40])[C:3]1[CH:4]=[C:5]([C@H:13]2[O:17][C:16](=[O:18])[N:15]([CH2:19][C:20]3[CH:25]=[C:24]([C:26]([F:27])([F:28])[F:29])[CH:23]=[CH:22][C:21]=3[C:47]3[CH:46]=[C:45]([C:53]4[CH:58]=[CH:57][C:56]([C:59]([O:61][CH3:62])=[O:60])=[CH:55][C:54]=4[CH3:63])[C:44]([F:43])=[CH:49][C:48]=3[O:50][CH3:51])[C@H:14]2[CH3:39])[CH:6]=[C:7]([C:9]([F:10])([F:12])[F:11])[CH:8]=1, predict the reactants needed to synthesize it. The reactants are: [F:1][C:2]([F:41])([F:40])[C:3]1[CH:4]=[C:5]([C@H:13]2[O:17][C:16](=[O:18])[N:15]([CH2:19][C:20]3[CH:25]=[C:24]([C:26]([F:29])([F:28])[F:27])[CH:23]=[CH:22][C:21]=3B3OC(C)(C)C(C)(C)O3)[C@H:14]2[CH3:39])[CH:6]=[C:7]([C:9]([F:12])([F:11])[F:10])[CH:8]=1.C.[F:43][C:44]1[CH:49]=[C:48]([O:50][CH3:51])[C:47](I)=[CH:46][C:45]=1[C:53]1[CH:58]=[CH:57][C:56]([C:59]([O:61][CH3:62])=[O:60])=[CH:55][C:54]=1[CH3:63].C(=O)([O-])[O-].[Na+].[Na+].C(Cl)Cl. (10) Given the product [Br:19][C:18]1[N:11]2[CH2:12][CH2:13][N:14]([C:15](=[O:17])[CH3:16])[C:10]2=[N:9][C:8]=1[C:6]1[CH:5]=[CH:4][CH:3]=[C:2]([CH3:1])[N:7]=1, predict the reactants needed to synthesize it. The reactants are: [CH3:1][C:2]1[N:7]=[C:6]([C:8]2[N:9]=[C:10]3[N:14]([C:15](=[O:17])[CH3:16])[CH2:13][CH2:12][N:11]3[CH:18]=2)[CH:5]=[CH:4][CH:3]=1.[Br:19]N1C(=O)CCC1=O.